This data is from Catalyst prediction with 721,799 reactions and 888 catalyst types from USPTO. The task is: Predict which catalyst facilitates the given reaction. (1) Reactant: [CH:1]([C:3]1[CH:12]=[CH:11][C:6]([C:7]([O:9][CH3:10])=[O:8])=[C:5]([O:13][CH3:14])[CH:4]=1)=[O:2].S(=O)(=O)([OH:17])N.Cl([O-])=O.[Na+]. Product: [CH3:14][O:13][C:5]1[CH:4]=[C:3]([CH:12]=[CH:11][C:6]=1[C:7]([O:9][CH3:10])=[O:8])[C:1]([OH:17])=[O:2]. The catalyst class is: 21. (2) Reactant: [CH3:1][C:2]([O:5][C:6]([NH:8][C@@H:9]([C:16]([OH:18])=O)[C:10]1[CH:15]=[CH:14][CH:13]=[CH:12][CH:11]=1)=[O:7])([CH3:4])[CH3:3].Cl.[CH2:20]([O:27][C:28](=[O:34])[C@@H:29]1[CH2:33][CH2:32][CH2:31][NH:30]1)[C:21]1[CH:26]=[CH:25][CH:24]=[CH:23][CH:22]=1.CCN(C(C)C)C(C)C.CN(C(ON1N=NC2C=CC=CC1=2)=[N+](C)C)C.[B-](F)(F)(F)F. Product: [CH2:20]([O:27][C:28]([C@@H:29]1[CH2:33][CH2:32][CH2:31][N:30]1[C:16](=[O:18])[C@H:9]([NH:8][C:6]([O:5][C:2]([CH3:1])([CH3:3])[CH3:4])=[O:7])[C:10]1[CH:11]=[CH:12][CH:13]=[CH:14][CH:15]=1)=[O:34])[C:21]1[CH:22]=[CH:23][CH:24]=[CH:25][CH:26]=1. The catalyst class is: 4. (3) Reactant: [Cl:1][C:2]1[CH:3]=[CH:4][C:5]([OH:25])=[C:6]([CH2:8][N:9]2[CH:13]=[CH:12][C:11]([C:14]([NH:16][C:17]3[C:22]([F:23])=[CH:21][CH:20]=[CH:19][C:18]=3[F:24])=[O:15])=[N:10]2)[CH:7]=1.C(=O)([O-])[O-].[K+].[K+].Br[CH2:33][CH:34]1[CH2:37][CH2:36][CH2:35]1. Product: [Cl:1][C:2]1[CH:3]=[CH:4][C:5]([O:25][CH2:33][CH:34]2[CH2:37][CH2:36][CH2:35]2)=[C:6]([CH2:8][N:9]2[CH:13]=[CH:12][C:11]([C:14]([NH:16][C:17]3[C:18]([F:24])=[CH:19][CH:20]=[CH:21][C:22]=3[F:23])=[O:15])=[N:10]2)[CH:7]=1. The catalyst class is: 3. (4) Reactant: [CH:1]1([S:4]([C:7]2[CH:12]=[CH:11][C:10]([CH:13]([C:21]3[NH:25][C:24]([C:26]4[N:31]=[CH:30][C:29]([O:32][CH2:33][C:34](=[O:36])[CH3:35])=[CH:28][CH:27]=4)=[CH:23][CH:22]=3)[CH2:14][CH:15]3[CH2:20][CH2:19][O:18][CH2:17][CH2:16]3)=[CH:9][CH:8]=2)(=[O:6])=[O:5])[CH2:3][CH2:2]1.O1CCCC1.[BH4-].[Na+].[Cl-].[NH4+]. The catalyst class is: 8. Product: [CH:1]1([S:4]([C:7]2[CH:12]=[CH:11][C:10]([CH:13]([C:21]3[NH:25][C:24]([C:26]4[N:31]=[CH:30][C:29]([O:32][CH2:33][CH:34]([OH:36])[CH3:35])=[CH:28][CH:27]=4)=[CH:23][CH:22]=3)[CH2:14][CH:15]3[CH2:16][CH2:17][O:18][CH2:19][CH2:20]3)=[CH:9][CH:8]=2)(=[O:6])=[O:5])[CH2:3][CH2:2]1. (5) Reactant: [CH3:1][C:2]([CH3:17])([CH2:7][C:8](=[O:16])[NH:9][C:10]1[CH:15]=[CH:14][CH:13]=[CH:12][CH:11]=1)[CH2:3][C:4]([OH:6])=O.S(Cl)(Cl)=O. Product: [CH3:1][C:2]1([CH3:17])[CH2:3][C:4](=[O:6])[N:9]([C:10]2[CH:15]=[CH:14][CH:13]=[CH:12][CH:11]=2)[C:8](=[O:16])[CH2:7]1. The catalyst class is: 373. (6) Reactant: [Cl:1][C:2]1[CH:3]=[C:4]([C:8]2[N:16]=[C:15]([C:17]3[O:21][C:20](=[O:22])[NH:19][N:18]=3)[N:14]=[C:13]3[C:9]=2[N:10]([CH2:33][C@H:34]2[CH2:39][CH2:38][C@H:37]([CH3:40])[CH2:36][CH2:35]2)[C:11]([C:23]2([C:27]4[CH:32]=[CH:31][CH:30]=[CH:29][CH:28]=4)[CH2:26][CH2:25][CH2:24]2)=[N:12]3)[CH:5]=[N:6][CH:7]=1.C1C=C(Cl)C=C(C(OO)=[O:49])C=1. Product: [Cl:1][C:2]1[CH:3]=[C:4]([C:8]2[N:16]=[C:15]([C:17]3[O:21][C:20](=[O:22])[NH:19][N:18]=3)[N:14]=[C:13]3[C:9]=2[N:10]([CH2:33][C@H:34]2[CH2:39][CH2:38][C@H:37]([CH3:40])[CH2:36][CH2:35]2)[C:11]([C:23]2([C:27]4[CH:28]=[CH:29][CH:30]=[CH:31][CH:32]=4)[CH2:24][CH2:25][CH2:26]2)=[N:12]3)[CH:5]=[N+:6]([O-:49])[CH:7]=1. The catalyst class is: 4. (7) Reactant: [F:1][C:2]1[CH:26]=[CH:25][C:5]([CH2:6][C:7]2[C:16]([OH:17])=[CH:15][CH:14]=[C:13]3[C:8]=2[C:9](=[O:24])[N:10]([CH2:20][CH2:21][CH2:22][OH:23])[C:11](=[O:19])[N:12]3[CH3:18])=[CH:4][CH:3]=1.Br[CH2:28][CH2:29][CH2:30][CH3:31].C([O-])([O-])=O.[K+].[K+].CCCC[N+](CCCC)(CCCC)CCCC.[F-]. Product: [CH2:28]([O:17][C:16]1[C:7]([CH2:6][C:5]2[CH:4]=[CH:3][C:2]([F:1])=[CH:26][CH:25]=2)=[C:8]2[C:13](=[CH:14][CH:15]=1)[N:12]([CH3:18])[C:11](=[O:19])[N:10]([CH2:20][CH2:21][CH2:22][OH:23])[C:9]2=[O:24])[CH2:29][CH2:30][CH3:31]. The catalyst class is: 18. (8) Reactant: [OH-].[Na+].[CH3:3][O:4][C:5]1[CH:6]=[CH:7][C:8]2[O:12]C(=O)[S:10][C:9]=2[CH:14]=1.Cl. Product: [SH:10][C:9]1[CH:14]=[C:5]([O:4][CH3:3])[CH:6]=[CH:7][C:8]=1[OH:12]. The catalyst class is: 8. (9) Reactant: Cl[CH2:2][C:3]([NH:5][C:6]1[CH:7]=[N:8][C:9]([N:12]2[C:16]([CH:17]3[CH2:19][CH2:18]3)=[CH:15][C:14]([C:20]([F:23])([F:22])[F:21])=[N:13]2)=[CH:10][CH:11]=1)=[O:4].[NH:24]1[C:28]2[CH:29]=[CH:30][CH:31]=[CH:32][C:27]=2[N:26]=[N:25]1.[H-].[Na+].O. Product: [N:24]1[N:25]([CH2:2][C:3]([NH:5][C:6]2[CH:7]=[N:8][C:9]([N:12]3[C:16]([CH:17]4[CH2:19][CH2:18]4)=[CH:15][C:14]([C:20]([F:23])([F:22])[F:21])=[N:13]3)=[CH:10][CH:11]=2)=[O:4])[N:26]=[C:27]2[CH:32]=[CH:31][CH:30]=[CH:29][C:28]=12. The catalyst class is: 31. (10) Reactant: COCCN(S(F)(F)[F:11])CCOC.[Cl:14][C:15]1[C:16]2[C:23]([I:24])=[CH:22][N:21]([CH:25]3[CH2:29][CH2:28][CH:27](O)[CH2:26]3)[C:17]=2[N:18]=[CH:19][N:20]=1.C(=O)([O-])O.[Na+]. Product: [Cl:14][C:15]1[C:16]2[C:23]([I:24])=[CH:22][N:21]([CH:25]3[CH2:29][CH2:28][CH:27]([F:11])[CH2:26]3)[C:17]=2[N:18]=[CH:19][N:20]=1. The catalyst class is: 4.